This data is from Full USPTO retrosynthesis dataset with 1.9M reactions from patents (1976-2016). The task is: Predict the reactants needed to synthesize the given product. (1) The reactants are: Br[CH2:2][C:3]1[N:4]([CH3:28])[C:5]2[C:10]([N:11]=1)=[C:9]([N:12]1[CH2:17][CH2:16][O:15][CH2:14][CH2:13]1)[N:8]=[C:7]([N:18]1[C:22]3[CH:23]=[CH:24][CH:25]=[CH:26][C:21]=3[N:20]=[C:19]1[CH3:27])[N:6]=2.[NH2:29][CH:30]1[CH2:35][CH2:34][N:33]([C:36](=[O:38])[CH3:37])[CH2:32][CH2:31]1. Given the product [CH3:28][N:4]1[C:3]([CH2:2][NH:29][CH:30]2[CH2:35][CH2:34][N:33]([C:36](=[O:38])[CH3:37])[CH2:32][CH2:31]2)=[N:11][C:10]2[C:5]1=[N:6][C:7]([N:18]1[C:22]3[CH:23]=[CH:24][CH:25]=[CH:26][C:21]=3[N:20]=[C:19]1[CH3:27])=[N:8][C:9]=2[N:12]1[CH2:17][CH2:16][O:15][CH2:14][CH2:13]1, predict the reactants needed to synthesize it. (2) Given the product [CH2:20]([O:19][C:17]([C:15]1[N:2]=[C:3]([C:4]2[CH:9]=[CH:8][C:7]([C:10]([F:13])([F:12])[F:11])=[CH:6][CH:5]=2)[NH:14][CH:16]=1)=[O:18])[CH3:21], predict the reactants needed to synthesize it. The reactants are: O[NH:2][C:3](=[NH:14])[C:4]1[CH:9]=[CH:8][C:7]([C:10]([F:13])([F:12])[F:11])=[CH:6][CH:5]=1.[C:15]([C:17]([O:19][CH2:20][CH3:21])=[O:18])#[CH:16].CCCCCC. (3) Given the product [CH3:21][C:22]1[CH:27]=[C:26]([CH3:28])[N:25]=[CH:24][C:23]=1[CH2:29][NH:30][C:2]1[N:10]=[C:9]([F:11])[N:8]=[C:7]2[C:3]=1[N:4]=[CH:5][NH:6]2, predict the reactants needed to synthesize it. The reactants are: Cl[C:2]1[N:10]=[C:9]([F:11])[N:8]=[C:7]2[C:3]=1[NH:4][CH:5]=[N:6]2.CCN(C(C)C)C(C)C.[CH3:21][C:22]1[CH:27]=[C:26]([CH3:28])[N:25]=[CH:24][C:23]=1[CH2:29][NH2:30].